This data is from Full USPTO retrosynthesis dataset with 1.9M reactions from patents (1976-2016). The task is: Predict the reactants needed to synthesize the given product. (1) Given the product [CH2:26]([O:25][C@@H:5]([CH2:6][C:7]1[CH:12]=[CH:11][C:10]([O:13][CH2:14][C:15]([C:17]2[CH:22]=[CH:21][C:20]([CH2:23][CH3:24])=[CH:19][N:18]=2)=[O:16])=[CH:9][CH:8]=1)[C:4]([OH:28])=[O:3])[CH3:27], predict the reactants needed to synthesize it. The reactants are: C([O:3][C:4](=[O:28])[C@@H:5]([O:25][CH2:26][CH3:27])[CH2:6][C:7]1[CH:12]=[CH:11][C:10]([O:13][CH2:14][C:15]([C:17]2[CH:22]=[CH:21][C:20]([CH2:23][CH3:24])=[CH:19][N:18]=2)=[O:16])=[CH:9][CH:8]=1)C.[Li+].[OH-]. (2) Given the product [NH:1]1[C:5](=[O:6])[CH2:4][CH2:3][C@H:2]1[C:7]([O:9][CH:10]([CH3:12])[CH3:11])=[O:8], predict the reactants needed to synthesize it. The reactants are: [NH:1]1[C:5](=[O:6])[CH2:4][CH2:3][C@H:2]1[C:7]([OH:9])=[O:8].[CH:10](O)([CH3:12])[CH3:11]. (3) Given the product [CH2:1]([C:4]1[CH:5]=[C:6]([C:11](=[O:13])[CH3:12])[CH:7]=[CH:8][C:9]=1[C:23]1[CH:22]=[C:21]([F:20])[CH:26]=[CH:25][C:24]=1[O:30][CH3:31])[CH:2]=[CH2:3], predict the reactants needed to synthesize it. The reactants are: [CH2:1]([C:4]1[CH:5]=[C:6]([C:11](=[O:13])[CH3:12])[CH:7]=[CH:8][C:9]=1O)[CH:2]=[CH2:3].C(=O)([O-])[O-].[K+].[K+].[F:20][C:21]1[CH:22]=[CH:23][C:24]([O:30][CH3:31])=[C:25](B(O)O)[CH:26]=1.CN(C)C=O. (4) Given the product [CH2:1]([O:8][C:9]1[CH:10]=[C:11]2[C:16](=[CH:17][C:18]=1[O:19][CH3:20])[CH:15]([CH3:21])[N:14]([C:36]([C:35]1[CH:39]=[C:40]([O:44][CH3:45])[C:41]([O:42][CH3:43])=[C:33]([O:32][CH3:31])[CH:34]=1)=[O:37])[C:13]([CH3:22])([CH3:23])[CH2:12]2)[C:2]1[CH:7]=[CH:6][CH:5]=[CH:4][CH:3]=1, predict the reactants needed to synthesize it. The reactants are: [CH2:1]([O:8][C:9]1[CH:10]=[C:11]2[C:16](=[CH:17][C:18]=1[O:19][CH3:20])[CH:15]([CH3:21])[NH:14][C:13]([CH3:23])([CH3:22])[CH2:12]2)[C:2]1[CH:7]=[CH:6][CH:5]=[CH:4][CH:3]=1.C(N(CC)CC)C.[CH3:31][O:32][C:33]1[CH:34]=[C:35]([CH:39]=[C:40]([O:44][CH3:45])[C:41]=1[O:42][CH3:43])[C:36](Cl)=[O:37].C(Cl)(=O)C1C=CC=CC=1. (5) The reactants are: [CH:1]1[CH:6]=[C:5]2[C:7]([O:9][C:10]3([C:23]4[C:18](=[CH:19][C:20]([OH:25])=[C:21]([Cl:24])[CH:22]=4)[O:17][C:16]4[C:11]3=[CH:12][C:13]([Cl:27])=[C:14]([OH:26])[CH:15]=4)[C:4]2=[CH:3][CH:2]=1)=[O:8].C(O)(=O)C. Given the product [Cl:24][C:21]1[C:20]([OH:25])=[CH:19][C:18]2[O:17][C:16]3[C:11](=[CH:12][C:13]([Cl:27])=[C:14]([OH:26])[CH:15]=3)[CH:10]([C:4]3[CH:3]=[CH:2][CH:1]=[CH:6][C:5]=3[C:7]([OH:9])=[O:8])[C:23]=2[CH:22]=1, predict the reactants needed to synthesize it. (6) Given the product [C:17]([C:19]1[CH:13]([C:9]2[CH:10]=[C:11]([F:12])[C:2]([F:1])=[C:3]3[C:8]=2[O:7][C:6]([CH3:15])=[CH:5][C:4]3=[O:16])[C:26]([C:27]([O:29][CH:30]([CH3:32])[CH3:31])=[O:28])=[C:25]([CH3:33])[NH:24][C:20]=1[CH3:21])#[N:18], predict the reactants needed to synthesize it. The reactants are: [F:1][C:2]1[C:11]([F:12])=[CH:10][C:9]([CH:13]=O)=[C:8]2[C:3]=1[C:4](=[O:16])[CH:5]=[C:6]([CH3:15])[O:7]2.[C:17]([CH:19]=[C:20]([O-])[CH3:21])#[N:18].[Na+].[NH2:24]/[C:25](/[CH3:33])=[CH:26]\[C:27]([O:29][CH:30]([CH3:32])[CH3:31])=[O:28].C(O)(=O)C. (7) Given the product [Br:1][C:2]1[CH:3]=[C:4]([C:12]([O:14][CH3:15])=[O:13])[C:5]2[C:10]([CH:11]=1)=[CH:9][CH:8]=[CH:7][CH:6]=2, predict the reactants needed to synthesize it. The reactants are: [Br:1][C:2]1[CH:3]=[C:4]([C:12]([OH:14])=[O:13])[C:5]2[C:10]([CH:11]=1)=[CH:9][CH:8]=[CH:7][CH:6]=2.[CH3:15]O. (8) Given the product [CH3:33][O:34][C:35]1[CH:2]=[CH:3][C:4]([C:7]2[C:11]3([CH2:13][CH2:12]3)[O:10][C:9](=[O:14])[C:8]=2[C:15]2[CH:16]=[CH:17][C:18]([O:21][CH2:22][C:23]3[CH:32]=[CH:31][C:30]4[C:25](=[CH:26][CH:27]=[CH:28][CH:29]=4)[N:24]=3)=[CH:19][CH:20]=2)=[CH:5][CH:6]=1, predict the reactants needed to synthesize it. The reactants are: N1[CH:6]=[CH:5][C:4]([C:7]2[C:11]3([CH2:13][CH2:12]3)[O:10][C:9](=[O:14])[C:8]=2[C:15]2[CH:20]=[CH:19][C:18]([O:21][CH2:22][C:23]3[CH:32]=[CH:31][C:30]4[C:25](=[CH:26][CH:27]=[CH:28][CH:29]=4)[N:24]=3)=[CH:17][CH:16]=2)=[CH:3][CH:2]=1.[CH3:33][O:34][C:35]1C=CC(B(O)O)=CC=1. (9) Given the product [Cl:6][C:7]1[CH:8]=[CH:9][C:10]([N:13]2[C@@H:17]([C:18]3[CH:23]=[CH:22][CH:21]=[C:20]([O:24][CH3:25])[CH:19]=3)[C@H:16]([CH2:26][N:27]3[CH:31]=[C:30]([C:32]4[O:33][N:39]=[C:36]([CH3:37])[N:38]=4)[N:29]=[N:28]3)[O:15][C:14]2=[O:35])=[CH:11][CH:12]=1, predict the reactants needed to synthesize it. The reactants are: O1C=NC=N1.[Cl:6][C:7]1[CH:12]=[CH:11][C:10]([N:13]2[C@@H:17]([C:18]3[CH:23]=[CH:22][CH:21]=[C:20]([O:24][CH3:25])[CH:19]=3)[C@H:16]([CH2:26][N:27]3[CH:31]=[C:30]([C:32](O)=[O:33])[N:29]=[N:28]3)[O:15][C:14]2=[O:35])=[CH:9][CH:8]=1.[C:36](=[N:39]O)([NH2:38])[CH3:37]. (10) Given the product [CH3:47][C@H:42]1[N:43]([CH3:46])[CH2:44][CH2:45][N:40]([C:37]2[CH:38]=[CH:39][C:34]([NH:33][C:31]3[C:30](=[O:48])[N:29]([CH3:49])[CH:28]=[C:27]([C:7]4[C:6]([CH2:5][OH:4])=[C:11]([N:12]5[CH2:24][CH2:23][N:15]6[C:16]7[CH2:17][CH2:18][CH2:19][CH2:20][C:21]=7[CH:22]=[C:14]6[C:13]5=[O:25])[CH:10]=[C:9]([F:26])[CH:8]=4)[CH:32]=3)=[N:35][CH:36]=2)[CH2:41]1, predict the reactants needed to synthesize it. The reactants are: C([O:4][CH2:5][C:6]1[C:11]([N:12]2[CH2:24][CH2:23][N:15]3[C:16]4[CH2:17][CH2:18][CH2:19][CH2:20][C:21]=4[CH:22]=[C:14]3[C:13]2=[O:25])=[CH:10][C:9]([F:26])=[CH:8][C:7]=1[C:27]1[CH:32]=[C:31]([NH:33][C:34]2[CH:39]=[CH:38][C:37]([N:40]3[CH2:45][CH2:44][N:43]([CH3:46])[C@H:42]([CH3:47])[CH2:41]3)=[CH:36][N:35]=2)[C:30](=[O:48])[N:29]([CH3:49])[CH:28]=1)(=O)C.O[Li].O.